Dataset: Peptide-MHC class I binding affinity with 185,985 pairs from IEDB/IMGT. Task: Regression. Given a peptide amino acid sequence and an MHC pseudo amino acid sequence, predict their binding affinity value. This is MHC class I binding data. (1) The peptide sequence is MPSVVETLEQ. The MHC is HLA-B53:01 with pseudo-sequence HLA-B53:01. The binding affinity (normalized) is 0.345. (2) The peptide sequence is GEKSRCYSLY. The MHC is HLA-A29:02 with pseudo-sequence HLA-A29:02. The binding affinity (normalized) is 0.148. (3) The peptide sequence is VDVCGMFTNR. The MHC is HLA-A03:01 with pseudo-sequence HLA-A03:01. The binding affinity (normalized) is 0. (4) The peptide sequence is FMIVSISLV. The MHC is HLA-A02:02 with pseudo-sequence HLA-A02:02. The binding affinity (normalized) is 0.947. (5) The peptide sequence is IFMRDWNSKY. The MHC is HLA-A03:01 with pseudo-sequence HLA-A03:01. The binding affinity (normalized) is 0.0375. (6) The peptide sequence is GEYRSGNNL. The MHC is HLA-B08:01 with pseudo-sequence HLA-B08:01. The binding affinity (normalized) is 0.0847.